From a dataset of Full USPTO retrosynthesis dataset with 1.9M reactions from patents (1976-2016). Predict the reactants needed to synthesize the given product. (1) Given the product [Br:1][C:2]1[CH:15]=[CH:14][C:13]2[O:12][C:11]3[C:6](=[CH:7][C:8]([C:26]4[CH:27]=[N:22][CH:23]=[N:24][CH:25]=4)=[CH:9][CH:10]=3)[C:5]3([CH2:20][O:19][C:18]([NH2:21])=[N:17]3)[C:4]=2[CH:3]=1, predict the reactants needed to synthesize it. The reactants are: [Br:1][C:2]1[CH:15]=[CH:14][C:13]2[O:12][C:11]3[C:6](=[CH:7][C:8](I)=[CH:9][CH:10]=3)[C:5]3([CH2:20][O:19][C:18]([NH2:21])=[N:17]3)[C:4]=2[CH:3]=1.[N:22]1[CH:27]=[C:26](B(O)O)[CH:25]=[N:24][CH:23]=1.C(=O)([O-])[O-].[Na+].[Na+]. (2) Given the product [CH2:15]([NH:14][C:13]([C@H:10]1[CH2:11][CH2:12][C@@H:8]([NH2:7])[CH2:9]1)=[O:17])[CH3:16], predict the reactants needed to synthesize it. The reactants are: C(OC(=O)[NH:7][C@@H:8]1[CH2:12][CH2:11][C@H:10]([C:13](=[O:17])[NH:14][CH2:15][CH3:16])[CH2:9]1)(C)(C)C.FC(F)(F)C(O)=O. (3) Given the product [CH2:8]([O:15][C:16]([C:18]1[C:27]2[C:22](=[CH:23][CH:24]=[CH:25][CH:26]=2)[N:21]=[C:20]([C:28]2[CH:33]=[CH:32][CH:31]=[CH:30][C:29]=2[O:34][C:1](=[O:3])[CH3:2])[CH:19]=1)=[O:17])[C:9]1[CH:14]=[CH:13][CH:12]=[CH:11][CH:10]=1, predict the reactants needed to synthesize it. The reactants are: [C:1](OC(=O)C)(=[O:3])[CH3:2].[CH2:8]([O:15][C:16]([C:18]1[C:27]2[C:22](=[CH:23][CH:24]=[CH:25][CH:26]=2)[N:21]=[C:20]([C:28]2[CH:33]=[CH:32][CH:31]=[CH:30][C:29]=2[OH:34])[CH:19]=1)=[O:17])[C:9]1[CH:14]=[CH:13][CH:12]=[CH:11][CH:10]=1. (4) Given the product [CH:18]1([CH:10]([C:8]2[O:9][C:5]3[CH:4]=[CH:3][C:2]([F:1])=[CH:17][C:6]=3[C:7]=2[CH3:16])[OH:11])[CH2:23][CH2:22][CH2:21][CH2:20][CH2:19]1, predict the reactants needed to synthesize it. The reactants are: [F:1][C:2]1[CH:3]=[CH:4][C:5]2[O:9][C:8]([C:10](N(OC)C)=[O:11])=[C:7]([CH3:16])[C:6]=2[CH:17]=1.[C:18]1(C)[CH:23]=[CH:22][CH:21]=[CH:20][CH:19]=1.[H-].C([Al+]CC(C)C)C(C)C.Cl.O1CCCC1.C1([Mg]Br)CCCCC1.[Cl-].[NH4+].